This data is from Reaction yield outcomes from USPTO patents with 853,638 reactions. The task is: Predict the reaction yield, written as a fraction of the theoretical maximum amount of product (1.0 means a 100% yield; for example, 0.34 means a 34% yield). (1) The reactants are [CH3:1][CH:2]([N:4]1[C:12](/[CH:13]=[CH:14]/[C@H:15]([OH:24])[CH2:16][C@H:17]([OH:23])[CH2:18][C:19]([O:21]C)=[O:20])=[C:11]([C:25]2[CH:30]=[CH:29][C:28]([F:31])=[CH:27][CH:26]=2)[C:10]2[C:5]1=[CH:6][CH:7]=[CH:8][CH:9]=2)[CH3:3].[OH-].[Na+:33].C(#N)C. The catalyst is CC(O)C. The product is [CH3:3][CH:2]([N:4]1[C:12](/[CH:13]=[CH:14]/[CH:15]([OH:24])[CH2:16][CH:17]([OH:23])[CH2:18][C:19]([O-:21])=[O:20])=[C:11]([C:25]2[CH:26]=[CH:27][C:28]([F:31])=[CH:29][CH:30]=2)[C:10]2[CH:9]=[CH:8][CH:7]=[CH:6][C:5]1=2)[CH3:1].[Na+:33]. The yield is 0.755. (2) The reactants are [C:1]([C:3]1[CH:4]=[CH:5][C:6]([N:10]2[C@@H:14]([CH:15]3[CH2:19][CH2:18][CH2:17][CH2:16]3)[CH2:13][C:12]([C:20]3[CH:29]=[CH:28][C:23]([C:24]([O:26]C)=[O:25])=[C:22]([O:30][CH3:31])[N:21]=3)=[N:11]2)=[N:7][C:8]=1[CH3:9])#[N:2].[OH-].[Li+].Cl. The catalyst is O1CCCC1.O. The product is [C:1]([C:3]1[CH:4]=[CH:5][C:6]([N:10]2[CH:14]([CH:15]3[CH2:19][CH2:18][CH2:17][CH2:16]3)[CH2:13][C:12]([C:20]3[CH:29]=[CH:28][C:23]([C:24]([OH:26])=[O:25])=[C:22]([O:30][CH3:31])[N:21]=3)=[N:11]2)=[N:7][C:8]=1[CH3:9])#[N:2]. The yield is 0.700. (3) The reactants are [N+:1]([C:4]1[CH:9]=[CH:8][C:7]([N:10]2[CH2:15][CH2:14][CH:13]([C:16]3[O:20][C:19](=[O:21])[NH:18][N:17]=3)[CH2:12][CH2:11]2)=[CH:6][CH:5]=1)([O-:3])=[O:2].[C:22]1([CH2:28]Br)[CH:27]=[CH:26][CH:25]=[CH:24][CH:23]=1.C([O-])([O-])=O.[K+].[K+]. The catalyst is CN(C=O)C. The product is [CH2:28]([N:18]1[N:17]=[C:16]([CH:13]2[CH2:14][CH2:15][N:10]([C:7]3[CH:6]=[CH:5][C:4]([N+:1]([O-:3])=[O:2])=[CH:9][CH:8]=3)[CH2:11][CH2:12]2)[O:20][C:19]1=[O:21])[C:22]1[CH:27]=[CH:26][CH:25]=[CH:24][CH:23]=1. The yield is 0.940. (4) The reactants are [F:1][C:2]1([F:44])[CH2:7][C@H:6]([O:8][C:9]2[C:14]([F:15])=[CH:13][C:12]([S:16]([N:19](CC3C=CC(OC)=CC=3OC)[C:20]3[CH:25]=[CH:24][N:23]=[CH:22][N:21]=3)(=[O:18])=[O:17])=[C:11]([F:37])[CH:10]=2)[C@@H:5]([C:38]2[N:42]([CH3:43])[N:41]=[CH:40][CH:39]=2)[CH2:4][CH2:3]1.C([SiH](CC)CC)C.FC(F)(F)C(O)=O. The catalyst is ClCCl. The product is [F:44][C:2]1([F:1])[CH2:7][C@H:6]([O:8][C:9]2[C:14]([F:15])=[CH:13][C:12]([S:16]([NH:19][C:20]3[CH:25]=[CH:24][N:23]=[CH:22][N:21]=3)(=[O:17])=[O:18])=[C:11]([F:37])[CH:10]=2)[C@@H:5]([C:38]2[N:42]([CH3:43])[N:41]=[CH:40][CH:39]=2)[CH2:4][CH2:3]1. The yield is 0.950. (5) The reactants are Cl[C:2]1[C:7]([N+:8]([O-:10])=[O:9])=[CH:6][CH:5]=[CH:4][N:3]=1.C(=O)([O-])[O-].[K+].[K+].CN(C=O)C.[NH2:22][C@@H:23]([CH3:26])[CH2:24][OH:25]. The catalyst is O. The product is [N+:8]([C:7]1[C:2]([NH:22][C@@H:23]([CH3:26])[CH2:24][OH:25])=[N:3][CH:4]=[CH:5][CH:6]=1)([O-:10])=[O:9]. The yield is 1.14. (6) The reactants are [ClH:1].O1CCOCC1.[Cl:8][C:9]1[CH:14]=[CH:13][C:12]([C@H:15]([C:28]([N:30]2[CH2:35][CH2:34][N:33]([C:36]3[C:37]4[CH:44]([CH3:45])[CH2:43][CH2:42][C:38]=4[N:39]=[CH:40][N:41]=3)[CH2:32][CH2:31]2)=[O:29])[CH2:16][C:17]([NH:20]C(=O)OC(C)(C)C)([CH3:19])[CH3:18])=[CH:11][CH:10]=1. The catalyst is O1CCOCC1. The product is [ClH:8].[ClH:1].[NH2:20][C:17]([CH3:18])([CH3:19])[CH2:16][C@H:15]([C:12]1[CH:13]=[CH:14][C:9]([Cl:8])=[CH:10][CH:11]=1)[C:28]([N:30]1[CH2:31][CH2:32][N:33]([C:36]2[C:37]3[CH:44]([CH3:45])[CH2:43][CH2:42][C:38]=3[N:39]=[CH:40][N:41]=2)[CH2:34][CH2:35]1)=[O:29]. The yield is 0.837.